This data is from Reaction yield outcomes from USPTO patents with 853,638 reactions. The task is: Predict the reaction yield, written as a fraction of the theoretical maximum amount of product (1.0 means a 100% yield; for example, 0.34 means a 34% yield). The reactants are C(Cl)(=O)C([Cl:4])=O.CN(C)C=O.[C:12]([C:14]1[CH:15]=[CH:16][C:17]([C:20]([OH:22])=O)=[N:18][CH:19]=1)#[N:13].[NH2:23][C:24]1[CH:25]=[CH:26][C:27]([F:41])=[C:28]([C@:30]23[CH2:38][O:37][CH2:36][C@@:35]2([F:39])[CH2:34][S:33][C:32]([NH2:40])=[N:31]3)[CH:29]=1. The catalyst is C(#N)C.C(O)C.O. The product is [ClH:4].[NH2:40][C:32]1[S:33][CH2:34][C@:35]2([F:39])[CH2:36][O:37][CH2:38][C@:30]2([C:28]2[CH:29]=[C:24]([NH:23][C:20]([C:17]3[CH:16]=[CH:15][C:14]([C:12]#[N:13])=[CH:19][N:18]=3)=[O:22])[CH:25]=[CH:26][C:27]=2[F:41])[N:31]=1. The yield is 0.830.